This data is from Full USPTO retrosynthesis dataset with 1.9M reactions from patents (1976-2016). The task is: Predict the reactants needed to synthesize the given product. Given the product [F:11][C:2]([F:1])([F:12])[C:3]1[CH:4]=[CH:5][C:6]([CH:9]=[O:10])=[N:7][CH:8]=1, predict the reactants needed to synthesize it. The reactants are: [F:1][C:2]([F:12])([F:11])[C:3]1[CH:4]=[CH:5][C:6]([CH2:9][OH:10])=[N:7][CH:8]=1.CC(OI1(OC(C)=O)(OC(C)=O)OC(=O)C2C=CC=CC1=2)=O.